Task: Predict the reaction yield, written as a fraction of the theoretical maximum amount of product (1.0 means a 100% yield; for example, 0.34 means a 34% yield).. Dataset: Reaction yield outcomes from USPTO patents with 853,638 reactions (1) The reactants are Cl[C:2]1[C:3]([NH:12][S:13]([C:16]2[CH:21]=[CH:20][CH:19]=[C:18]([N+:22]([O-:24])=[O:23])[CH:17]=2)(=[O:15])=[O:14])=[N:4][C:5]2[C:10]([N:11]=1)=[CH:9][CH:8]=[CH:7][CH:6]=2.[CH3:25][O:26][C:27]1[CH:28]=[C:29]([CH:31]=[C:32]([N+:34]([O-:36])=[O:35])[CH:33]=1)[NH2:30].CC1C=CC(C)=CC=1. The catalyst is C(Cl)Cl. The product is [CH3:25][O:26][C:27]1[CH:28]=[C:29]([NH:30][C:2]2[C:3]([NH:12][S:13]([C:16]3[CH:21]=[CH:20][CH:19]=[C:18]([N+:22]([O-:24])=[O:23])[CH:17]=3)(=[O:15])=[O:14])=[N:4][C:5]3[C:10]([N:11]=2)=[CH:9][CH:8]=[CH:7][CH:6]=3)[CH:31]=[C:32]([N+:34]([O-:36])=[O:35])[CH:33]=1. The yield is 0.420. (2) The reactants are [Br:1][C:2]1[C:7]([C:8]([OH:10])=O)=[C:6]([F:11])[CH:5]=[CH:4][CH:3]=1.CN(C)C=O.[CH2:17]([NH:24][CH2:25][CH2:26][OH:27])[C:18]1[CH:23]=[CH:22][CH:21]=[CH:20][CH:19]=1.C(N(CC)CC)C. The catalyst is S(Cl)(Cl)=O.O1CCCC1.O. The product is [CH2:17]([N:24]([CH2:25][CH2:26][OH:27])[C:8](=[O:10])[C:7]1[C:2]([Br:1])=[CH:3][CH:4]=[CH:5][C:6]=1[F:11])[C:18]1[CH:23]=[CH:22][CH:21]=[CH:20][CH:19]=1. The yield is 0.975. (3) The reactants are [CH3:1][N:2]1[C@@H:19]2[CH2:20][C:7]3[CH:8]=[CH:9][C:10]([O:21][CH3:22])=[C:11]4[O:12][C@H:13]5[C:14]([CH2:16][CH2:17][C@@H:18]2[C@:5]5([C:6]=34)[CH2:4][CH2:3]1)=[O:15].[Li]N([Si](C)(C)C)[Si](C)(C)C.[O:33]1CCCC1. No catalyst specified. The product is [C:11]([O-:33])(=[O:12])[C:6]1[CH:7]=[CH:20][CH:19]=[CH:18][CH:5]=1.[CH3:1][N:2]1[C@@H:19]2[CH2:20][C:7]3[CH:8]=[CH:9][C:10]([O:21][CH3:22])=[C:11]4[O:12][C@H:13]5[C:14]([CH2:16][CH2:17][C@@H:18]2[C@:5]5([C:6]=34)[CH2:4][CH2:3]1)=[O:15]. The yield is 0.420. (4) The reactants are [C:1]([O:5][C:6]([C:8]1([NH:18][C:19]([O:21][CH2:22][CH:23]([CH3:25])[CH3:24])=[O:20])[CH2:17][CH2:16][C:15]2[C:10](=[CH:11][CH:12]=[CH:13][CH:14]=2)[CH2:9]1)=[O:7])([CH3:4])([CH3:3])[CH3:2].[CH3:26]I.[H-].[Na+]. The catalyst is CN(C=O)C.[NH4+].[Cl-]. The product is [C:1]([O:5][C:6]([C:8]1([N:18]([C:19]([O:21][CH2:22][CH:23]([CH3:25])[CH3:24])=[O:20])[CH3:26])[CH2:17][CH2:16][C:15]2[C:10](=[CH:11][CH:12]=[CH:13][CH:14]=2)[CH2:9]1)=[O:7])([CH3:4])([CH3:3])[CH3:2]. The yield is 0.830. (5) The reactants are [Br:1][C:2]1[N:7]2[N:8]=[C:9]([NH2:11])[N:10]=[C:6]2[CH:5]=[CH:4][CH:3]=1.I[C:13]1[CH:18]=[CH:17][CH:16]=[CH:15][CH:14]=1.CC(C)([O-])C.[Na+].C1(P(C2C=CC=CC=2)C2C3OC4C(=CC=CC=4P(C4C=CC=CC=4)C4C=CC=CC=4)C(C)(C)C=3C=CC=2)C=CC=CC=1.O.[Cl-].[Na+].O. The catalyst is O1CCOCC1. The product is [Br:1][C:2]1[N:7]2[N:8]=[C:9]([NH:11][C:13]3[CH:18]=[CH:17][CH:16]=[CH:15][CH:14]=3)[N:10]=[C:6]2[CH:5]=[CH:4][CH:3]=1. The yield is 0.480. (6) The reactants are [CH3:1][C:2]1[NH:6][C:5]([C:7]([O:9][CH2:10][CH3:11])=[O:8])=[CH:4][CH:3]=1.[H-].[Na+].Br[CH2:15][C:16]#[N:17]. The catalyst is CN(C)C=O.C(OCC)(=O)C. The product is [C:16]([CH2:15][N:6]1[C:2]([CH3:1])=[CH:3][CH:4]=[C:5]1[C:7]([O:9][CH2:10][CH3:11])=[O:8])#[N:17]. The yield is 0.398. (7) The reactants are Cl[C:2]1[N:7]=[C:6]([N:8]2[CH2:13][CH2:12][O:11][CH2:10][CH2:9]2)[N:5]=[C:4]([N:14]2[CH2:19][CH2:18][O:17][CH2:16][CH2:15]2)[N:3]=1.CC1(C)C(C)(C)OB([C:28]2[CH:33]=[CH:32][C:31]([CH2:34][C:35]([OH:37])=[O:36])=[CH:30][CH:29]=2)O1.C(=O)([O-])[O-].[Na+].[Na+]. The catalyst is COCCOC.C(OCC)(=O)C.C1C=CC([P]([Pd]([P](C2C=CC=CC=2)(C2C=CC=CC=2)C2C=CC=CC=2)([P](C2C=CC=CC=2)(C2C=CC=CC=2)C2C=CC=CC=2)[P](C2C=CC=CC=2)(C2C=CC=CC=2)C2C=CC=CC=2)(C2C=CC=CC=2)C2C=CC=CC=2)=CC=1. The product is [O:17]1[CH2:18][CH2:19][N:14]([C:4]2[N:5]=[C:6]([N:8]3[CH2:13][CH2:12][O:11][CH2:10][CH2:9]3)[N:7]=[C:2]([C:28]3[CH:33]=[CH:32][C:31]([CH2:34][C:35]([OH:37])=[O:36])=[CH:30][CH:29]=3)[N:3]=2)[CH2:15][CH2:16]1. The yield is 0.180.